Predict which catalyst facilitates the given reaction. From a dataset of Catalyst prediction with 721,799 reactions and 888 catalyst types from USPTO. Reactant: [CH3:1][O:2][C:3]1[CH:4]=[C:5]2[C:10](=[CH:11][C:12]=1[O:13][CH2:14][CH2:15][CH2:16][N:17]1[CH2:22][CH2:21][O:20][CH2:19][CH2:18]1)[N:9]=[CH:8][N:7]=[C:6]2[O:23][C:24]1[CH:25]=[C:26]2[C:31](=[CH:32][CH:33]=1)[N:30](C(OC(C)(C)C)=O)[CH2:29][CH2:28][CH2:27]2.C(O)(C(F)(F)F)=O. Product: [CH3:1][O:2][C:3]1[CH:4]=[C:5]2[C:10](=[CH:11][C:12]=1[O:13][CH2:14][CH2:15][CH2:16][N:17]1[CH2:22][CH2:21][O:20][CH2:19][CH2:18]1)[N:9]=[CH:8][N:7]=[C:6]2[O:23][C:24]1[CH:25]=[C:26]2[C:31](=[CH:32][CH:33]=1)[NH:30][CH2:29][CH2:28][CH2:27]2. The catalyst class is: 4.